This data is from Full USPTO retrosynthesis dataset with 1.9M reactions from patents (1976-2016). The task is: Predict the reactants needed to synthesize the given product. (1) Given the product [CH2:20]([N:19]1[C:18]2[CH:22]=[C:23]([C:26]([F:28])([F:27])[F:29])[CH:24]=[CH:25][C:17]=2[N:16]=[C:15]1[C@H:13]([NH:12][S:9]([C:6]1[CH:5]=[CH:4][C:3]([C:1]([NH2:2])=[O:31])=[N:8][CH:7]=1)(=[O:10])=[O:11])[CH3:14])[CH3:21], predict the reactants needed to synthesize it. The reactants are: [C:1]([C:3]1[N:8]=[CH:7][C:6]([S:9]([NH:12][C@@H:13]([C:15]2[N:19]([CH2:20][CH3:21])[C:18]3[CH:22]=[C:23]([C:26]([F:29])([F:28])[F:27])[CH:24]=[CH:25][C:17]=3[N:16]=2)[CH3:14])(=[O:11])=[O:10])=[CH:5][CH:4]=1)#[N:2].S(=O)(=O)(O)[OH:31].C([O-])([O-])=O.[K+].[K+]. (2) Given the product [CH:27]1([NH:29][C:20]([C:15]2[N:14]=[N:13][N:12]([C:9]3[CH:10]=[CH:11][C:6]([C:4]([NH:3][CH2:1][CH3:2])=[O:5])=[CH:7][CH:8]=3)[C:16]=2[CH:17]([CH3:19])[CH3:18])=[O:22])[CH2:28][CH2:26]1, predict the reactants needed to synthesize it. The reactants are: [CH2:1]([NH:3][C:4]([C:6]1[CH:11]=[CH:10][C:9]([N:12]2[C:16]([CH:17]([CH3:19])[CH3:18])=[C:15]([C:20]([OH:22])=O)[N:14]=[N:13]2)=[CH:8][CH:7]=1)=[O:5])[CH3:2].C1C=C[C:26]2N(O)N=[N:29][C:27]=2[CH:28]=1.C1(N)CC1.CCN=C=NCCCN(C)C. (3) Given the product [CH2:16]([O:15][C:13](=[O:14])[C:11]1[CH:12]=[C:2]([O:1][C:25]2[CH:26]=[CH:27][C:28]([S:30]([C:33]([F:35])([F:36])[F:34])(=[O:32])=[O:31])=[CH:29][C:24]=2[N+:21]([O-:23])=[O:22])[C:3]([C:4]([O:6][CH2:7][CH3:8])=[O:5])=[CH:9][C:10]=1[OH:18])[CH3:17], predict the reactants needed to synthesize it. The reactants are: [OH:1][C:2]1[CH:12]=[C:11]([C:13]([O:15][CH2:16][CH3:17])=[O:14])[C:10]([OH:18])=[CH:9][C:3]=1[C:4]([O:6][CH2:7][CH3:8])=[O:5].[H-].[Na+].[N+:21]([C:24]1[CH:29]=[C:28]([S:30]([C:33]([F:36])([F:35])[F:34])(=[O:32])=[O:31])[CH:27]=[CH:26][C:25]=1Cl)([O-:23])=[O:22].